Dataset: Full USPTO retrosynthesis dataset with 1.9M reactions from patents (1976-2016). Task: Predict the reactants needed to synthesize the given product. (1) Given the product [Br:1][C:2]1[CH:3]=[CH:4][C:5]([C:8]2([S:9]([CH3:12])(=[O:11])=[O:10])[CH2:15][CH2:14]2)=[N:6][CH:7]=1, predict the reactants needed to synthesize it. The reactants are: [Br:1][C:2]1[CH:3]=[CH:4][C:5]([CH2:8][S:9]([CH3:12])(=[O:11])=[O:10])=[N:6][CH:7]=1.Br[CH2:14][CH2:15]Br. (2) Given the product [NH2:1][C:2]1[C:3]2[C:10]([C:11]3[CH:16]=[CH:15][CH:14]=[C:13]([O:17][CH2:18][CH:19]4[CH2:23][CH2:22][C:21]([CH3:25])([CH3:24])[O:20]4)[CH:12]=3)=[CH:9][N:8]([C@H:26]3[CH2:27][C@H:28]([CH2:30][N:32]4[CH2:39][CH2:38][CH2:37][C@H:33]4[C:34]([NH2:36])=[O:35])[CH2:29]3)[C:4]=2[N:5]=[CH:6][N:7]=1, predict the reactants needed to synthesize it. The reactants are: [NH2:1][C:2]1[C:3]2[C:10]([C:11]3[CH:16]=[CH:15][CH:14]=[C:13]([O:17][CH2:18][CH:19]4[CH2:23][CH2:22][C:21]([CH3:25])([CH3:24])[O:20]4)[CH:12]=3)=[CH:9][N:8]([C@H:26]3[CH2:29][C@H:28]([CH2:30]O)[CH2:27]3)[C:4]=2[N:5]=[CH:6][N:7]=1.[NH:32]1[CH2:39][CH2:38][CH2:37][C@H:33]1[C:34]([NH2:36])=[O:35]. (3) Given the product [CH3:28][N:25]1[CH2:24][CH2:23][N:22]([C:19]2[CH:18]=[CH:17][C:16]([NH:15][C:13]3[N:14]=[C:7]4[C:6]([O:5][C:4]5[CH:3]=[C:2]([NH:1][C:37](=[O:40])[CH:38]=[CH2:39])[CH:31]=[CH:30][CH:29]=5)=[CH:11][CH:10]=[CH:9][N:8]4[N:12]=3)=[CH:21][CH:20]=2)[CH2:27][CH2:26]1, predict the reactants needed to synthesize it. The reactants are: [NH2:1][C:2]1[CH:3]=[C:4]([CH:29]=[CH:30][CH:31]=1)[O:5][C:6]1[C:7]2[N:8]([N:12]=[C:13]([NH:15][C:16]3[CH:21]=[CH:20][C:19]([N:22]4[CH2:27][CH2:26][N:25]([CH3:28])[CH2:24][CH2:23]4)=[CH:18][CH:17]=3)[N:14]=2)[CH:9]=[CH:10][CH:11]=1.C(=O)(O)[O-].[Na+].[C:37](Cl)(=[O:40])[CH:38]=[CH2:39]. (4) Given the product [CH3:1][O:2][C:3](=[O:21])[CH2:4][C:5]1([NH:11][C:12]2[CH:17]=[CH:16][CH:15]=[CH:14][C:13]=2[NH2:18])[CH2:10][CH2:9][CH2:8][CH2:7][CH2:6]1, predict the reactants needed to synthesize it. The reactants are: [CH3:1][O:2][C:3](=[O:21])[CH2:4][C:5]1([NH:11][C:12]2[CH:17]=[CH:16][CH:15]=[CH:14][C:13]=2[N+:18]([O-])=O)[CH2:10][CH2:9][CH2:8][CH2:7][CH2:6]1. (5) Given the product [CH3:5][O:6][C:7]1[C:15]([O:16][CH3:17])=[CH:14][CH:13]=[CH:12][C:8]=1[C:9]([O:11][C:8]([CH3:12])([CH3:9])[CH3:7])=[O:10], predict the reactants needed to synthesize it. The reactants are: S(Cl)(Cl)=O.[CH3:5][O:6][C:7]1[C:15]([O:16][CH3:17])=[CH:14][CH:13]=[CH:12][C:8]=1[C:9]([OH:11])=[O:10].CN(C=O)C.Cl. (6) The reactants are: [N:1]1([CH2:8][CH2:9][O:10][C:11]2[CH:19]=[CH:18][C:14]([C:15](Cl)=[O:16])=[CH:13][CH:12]=2)[CH2:7][CH2:6][CH2:5][CH2:4][CH2:3][CH2:2]1.[CH3:20][O:21][C:22]1[CH:31]=[CH:30][C:29]2[C:24](=[CH:25][CH:26]=[C:27]([O:32]C)[CH:28]=2)[CH:23]=1.[Cl-].[Cl-].[Cl-].[Al+3].O. Given the product [N:1]1([CH2:8][CH2:9][O:10][C:11]2[CH:19]=[CH:18][C:14]([C:15]([C:28]3[C:29]4[C:24](=[CH:23][C:22]([O:21][CH3:20])=[CH:31][CH:30]=4)[CH:25]=[CH:26][C:27]=3[OH:32])=[O:16])=[CH:13][CH:12]=2)[CH2:7][CH2:6][CH2:5][CH2:4][CH2:3][CH2:2]1, predict the reactants needed to synthesize it. (7) Given the product [C:19]([C:23]1[CH:28]=[CH:27][C:26]([C:2]2[C:11]3[C:6](=[CH:7][CH:8]=[CH:9][CH:10]=3)[CH:5]=[C:4]([NH:12][C:13]3[CH:17]=[C:16]([CH3:18])[NH:15][N:14]=3)[N:3]=2)=[CH:25][CH:24]=1)([CH3:22])([CH3:21])[CH3:20], predict the reactants needed to synthesize it. The reactants are: Cl[C:2]1[C:11]2[C:6](=[CH:7][CH:8]=[CH:9][CH:10]=2)[CH:5]=[C:4]([NH:12][C:13]2[CH:17]=[C:16]([CH3:18])[NH:15][N:14]=2)[N:3]=1.[C:19]([C:23]1[CH:28]=[CH:27][C:26](B(O)O)=[CH:25][CH:24]=1)([CH3:22])([CH3:21])[CH3:20]. (8) The reactants are: [N:1]1[CH:6]=[CH:5][CH:4]=[C:3]([NH:7][C:8](=[O:14])[O:9][C:10]([CH3:13])([CH3:12])[CH3:11])[CH:2]=1.[Li]C(C)(C)C.N1([CH:26]=[O:27])CCCCC1.[NH4+].[Cl-]. Given the product [CH:26]([C:4]1[CH:5]=[CH:6][N:1]=[CH:2][C:3]=1[NH:7][C:8](=[O:14])[O:9][C:10]([CH3:11])([CH3:13])[CH3:12])=[O:27], predict the reactants needed to synthesize it.